Task: Binary Classification. Given a drug SMILES string, predict its activity (active/inactive) in a high-throughput screening assay against a specified biological target.. Dataset: Cav3 T-type calcium channel HTS with 100,875 compounds (1) The drug is S(Cn1c2c(oc1=O)cccc2)C=1SCCN1. The result is 0 (inactive). (2) The molecule is Fc1c(C2N(C(=O)C3C2C=CCC3c2cc(ccc2)c2ccc(OC)cc2)Cc2ccccc2)cc(cc1)C. The result is 0 (inactive). (3) The molecule is O(c1c(/C=N\n2c3c(nc2)cccc3)cccc1OC)C. The result is 0 (inactive). (4) The drug is Fc1cc2C(=O)C3(ON=C(C3)c3ccccc3)C3(Oc2cc1)CCNCC3. The result is 0 (inactive). (5) The compound is S(c1n(c(nn1)CNc1ccc(OCC)cc1)c1ccc(OC)cc1)CC(=O)Nc1noc(c1)C. The result is 0 (inactive). (6) The drug is S(CC(=O)Nc1c2c(ncc1)cccc2)c1nc([nH]n1)C. The result is 0 (inactive). (7) The drug is O1CCN(Cc2c(c3c(oc2=O)cc(NCC)c(c3)C)C)CC1. The result is 0 (inactive).